From a dataset of Full USPTO retrosynthesis dataset with 1.9M reactions from patents (1976-2016). Predict the reactants needed to synthesize the given product. (1) Given the product [CH2:1]([N:3]([CH2:26][CH2:27][C:28]1[CH:33]=[CH:32][CH:31]=[CH:30][N:29]=1)[C:4](=[O:25])[CH2:5][CH2:6][C:7]1[CH:8]=[CH:9][C:10]([O:11][CH2:12][C:13]2[CH:22]=[CH:21][CH:20]=[CH:19][C:14]=2[C:15]([OH:17])=[O:16])=[CH:23][CH:24]=1)[CH3:2], predict the reactants needed to synthesize it. The reactants are: [CH2:1]([N:3]([CH2:26][CH2:27][C:28]1[CH:33]=[CH:32][CH:31]=[CH:30][N:29]=1)[C:4](=[O:25])[CH2:5][CH2:6][C:7]1[CH:24]=[CH:23][C:10]([O:11][CH2:12][C:13]2[CH:22]=[CH:21][CH:20]=[CH:19][C:14]=2[C:15]([O:17]C)=[O:16])=[CH:9][CH:8]=1)[CH3:2].[OH-].[Li+].Cl. (2) Given the product [CH2:1]([O:3][C:4](=[O:32])[CH2:5][CH2:6][CH2:7][CH2:8][CH2:9][CH2:10][N:11]([C:12]1[CH:17]=[CH:16][C:15]([C:33]2[CH:38]=[CH:37][CH:36]=[CH:35][CH:34]=2)=[CH:14][N:13]=1)[C:26]1[CH:31]=[CH:30][CH:29]=[CH:28][N:27]=1)[CH3:2], predict the reactants needed to synthesize it. The reactants are: [CH2:1]([O:3][C:4](=[O:32])[CH2:5][CH2:6][CH2:7][CH2:8][CH2:9][CH2:10][N:11]([C:26]1[CH:31]=[CH:30][CH:29]=[CH:28][N:27]=1)[C:12]1[CH:17]=[CH:16][C:15](OS(C(F)(F)F)(=O)=O)=[CH:14][N:13]=1)[CH3:2].[C:33]1(B(O)O)[CH:38]=[CH:37][CH:36]=[CH:35][CH:34]=1.C(=O)([O-])[O-].[K+].[K+]. (3) Given the product [CH2:24]([C:10]1[N:11]=[C:12]([C:14]2[CH:19]=[CH:18][N:17]=[C:16]([NH:20][C:21](=[O:23])[CH3:22])[CH:15]=2)[S:13][C:9]=1[C:5]1[NH:6][CH:7]=[CH:8][N:4]=1)[C:25]1[CH:30]=[CH:29][CH:28]=[CH:27][CH:26]=1, predict the reactants needed to synthesize it. The reactants are: C([N:4]1[CH:8]=[CH:7][N:6]=[C:5]1[C:9]1[S:13][C:12]([C:14]2[CH:19]=[CH:18][N:17]=[C:16]([NH:20][C:21](=[O:23])[CH3:22])[CH:15]=2)=[N:11][C:10]=1[CH2:24][C:25]1[CH:30]=[CH:29][CH:28]=[CH:27][CH:26]=1)C=C.C1([SiH3])C=CC=CC=1. (4) Given the product [C:38]([O:37][C:35]([N:32]1[CH:33]=[CH:34][C:30]([CH3:29])=[N:31]1)=[O:36])([CH3:41])([CH3:40])[CH3:39], predict the reactants needed to synthesize it. The reactants are: C(C(NC(CC(C)C)C(O)=O)CC1N(CC2C=C(Cl)C=C(Cl)C=2)N=CC=1)(O)=O.[CH3:29][C:30]1[CH:34]=[CH:33][NH:32][N:31]=1.[C:35](O[C:35]([O:37][C:38]([CH3:41])([CH3:40])[CH3:39])=[O:36])([O:37][C:38]([CH3:41])([CH3:40])[CH3:39])=[O:36]. (5) The reactants are: [OH:1][CH2:2][C:3]1[CH:4]=[CH:5][C:6]([C:9](=[O:14])[CH2:10][CH:11]([CH3:13])[CH3:12])=[N:7][CH:8]=1.C(N(CC)CC)C.[CH3:22][S:23](Cl)(=[O:25])=[O:24]. Given the product [CH3:22][S:23]([O:1][CH2:2][C:3]1[CH:4]=[CH:5][C:6]([C:9](=[O:14])[CH2:10][CH:11]([CH3:12])[CH3:13])=[N:7][CH:8]=1)(=[O:25])=[O:24], predict the reactants needed to synthesize it.